This data is from Forward reaction prediction with 1.9M reactions from USPTO patents (1976-2016). The task is: Predict the product of the given reaction. Given the reactants [C:1]1([CH2:13][C:14]#[N:15])[CH:2]=[N:3][N:4]2[CH:9]=[CH:8][C:7]3[O:10][CH2:11][CH2:12][C:6]=3[C:5]=12, predict the reaction product. The product is: [C:1]1([CH2:13][CH2:14][NH2:15])[CH:2]=[N:3][N:4]2[CH:9]=[CH:8][C:7]3[O:10][CH2:11][CH2:12][C:6]=3[C:5]=12.